Dataset: Full USPTO retrosynthesis dataset with 1.9M reactions from patents (1976-2016). Task: Predict the reactants needed to synthesize the given product. The reactants are: C([O:5][C:6]1[CH:11]=[CH:10][CH:9]=[C:8]([F:12])[C:7]=1[Cl:13])(=O)CC.[Cl-].[Cl-].[Cl-].[Al+3].Cl. Given the product [Cl:13][C:7]1[C:6]([OH:5])=[C:11]([C:6](=[O:5])[CH2:7][CH3:8])[CH:10]=[CH:9][C:8]=1[F:12], predict the reactants needed to synthesize it.